From a dataset of Full USPTO retrosynthesis dataset with 1.9M reactions from patents (1976-2016). Predict the reactants needed to synthesize the given product. (1) Given the product [CH:27]1([NH:26][C:24](=[O:25])[C:22]2[CH:21]=[CH:20][C:19]([CH3:30])=[C:18]([N:13]3[CH:12]=[CH:11][C:10]4[C:15](=[CH:16][C:7]([N:89]5[CH2:90][CH2:91][N:86]([CH3:85])[CH2:87][CH2:88]5)=[CH:8][CH:9]=4)[C:14]3=[O:17])[CH:23]=2)[CH2:29][CH2:28]1, predict the reactants needed to synthesize it. The reactants are: FC(F)(F)S(O[C:7]1[CH:16]=[C:15]2[C:10]([CH:11]=[CH:12][N:13]([C:18]3[CH:23]=[C:22]([C:24]([NH:26][CH:27]4[CH2:29][CH2:28]4)=[O:25])[CH:21]=[CH:20][C:19]=3[CH3:30])[C:14]2=[O:17])=[CH:9][CH:8]=1)(=O)=O.C1C=CC(P(C2C(C3C(P(C4C=CC=CC=4)C4C=CC=CC=4)=CC=C4C=3C=CC=C4)=C3C(C=CC=C3)=CC=2)C2C=CC=CC=2)=CC=1.C(=O)([O-])[O-].[Cs+].[Cs+].[CH3:85][N:86]1[CH2:91][CH2:90][NH:89][CH2:88][CH2:87]1. (2) The reactants are: [F:1][C:2]([F:7])([F:6])[C:3]([OH:5])=[O:4].[F:8][C:9]([F:14])([F:13])[C:10]([OH:12])=[O:11].FC(F)(F)C(O)=O.[Cl:22][C:23]1[CH:24]=[N:25][C:26]2[NH:27][C:28]3[CH:29]=[N:30][CH:31]=[C:32]([CH:54]=3)[CH2:33][CH2:34][C:35]3[CH:43]=[C:39]([NH:40][C:41]=1[N:42]=2)[CH:38]=[CH:37][C:36]=3[NH:44][C:45](=[O:53])[CH2:46][CH:47]1[CH2:52][CH2:51][NH:50][CH2:49][CH2:48]1.[CH3:55][C:56]1[O:60][N:59]=[C:58]([C:61](Cl)=[O:62])[CH:57]=1. Given the product [F:1][C:2]([F:7])([F:6])[C:3]([OH:5])=[O:4].[F:8][C:9]([F:14])([F:13])[C:10]([OH:12])=[O:11].[Cl:22][C:23]1[CH:24]=[N:25][C:26]2[NH:27][C:28]3[CH:29]=[N:30][CH:31]=[C:32]([CH:54]=3)[CH2:33][CH2:34][C:35]3[CH:43]=[C:39]([NH:40][C:41]=1[N:42]=2)[CH:38]=[CH:37][C:36]=3[NH:44][C:45](=[O:53])[CH2:46][CH:47]1[CH2:52][CH2:51][N:50]([C:61]([C:58]2[CH:57]=[C:56]([CH3:55])[O:60][N:59]=2)=[O:62])[CH2:49][CH2:48]1, predict the reactants needed to synthesize it. (3) Given the product [CH2:1]([N:3]1[C:12]2[C:7](=[CH:8][C:9]([O:14][CH2:6][C:7]3[CH:12]=[CH:11][C:10]([O:23][CH3:20])=[CH:9][CH:8]=3)=[C:10]([O:13][CH2:29][C:30]3[CH:35]=[CH:34][C:33]([O:36][CH3:37])=[CH:32][CH:31]=3)[CH:11]=2)[C:6](=[O:15])[C:5]([C:16]([O:18][CH3:19])=[O:17])=[N:4]1)[CH3:2], predict the reactants needed to synthesize it. The reactants are: [CH2:1]([N:3]1[C:12]2[C:7](=[CH:8][C:9]([OH:14])=[C:10]([OH:13])[CH:11]=2)[C:6](=[O:15])[C:5]([C:16]([O:18][CH3:19])=[O:17])=[N:4]1)[CH3:2].[C:20](=[O:23])([O-])[O-].[K+].[K+].[I-].[K+].Cl[CH2:29][C:30]1[CH:35]=[CH:34][C:33]([O:36][CH3:37])=[CH:32][CH:31]=1. (4) Given the product [F:19][C:16]1[CH:17]=[CH:18][C:13]([C:10]2[C:11](=[O:12])[N:6]3[CH:5]=[C:4]([CH3:3])[N:39]([CH2:38][CH2:37][CH2:36][C:30]4[CH:35]=[CH:34][CH:33]=[CH:32][CH:31]=4)[C:7]3=[N:8][C:9]=2[C:20]2[CH:25]=[CH:24][N:23]=[CH:22][CH:21]=2)=[CH:14][CH:15]=1, predict the reactants needed to synthesize it. The reactants are: C[Si](C)(C)[C:3]#[C:4][CH2:5][N:6]1[C:11](=[O:12])[C:10]([C:13]2[CH:18]=[CH:17][C:16]([F:19])=[CH:15][CH:14]=2)=[C:9]([C:20]2[CH:25]=[CH:24][N:23]=[CH:22][CH:21]=2)[N:8]=[C:7]1SC.[C:30]1([CH2:36][CH2:37][CH2:38][NH2:39])[CH:35]=[CH:34][CH:33]=[CH:32][CH:31]=1. (5) Given the product [CH3:1][C:2]1[N:6]([CH2:7][C:8]([N:34]2[CH2:35][CH2:36][N:31]([C:27]3[CH:28]=[CH:29][CH:30]=[C:25]([N+:22]([O-:24])=[O:23])[CH:26]=3)[CH2:32][CH2:33]2)=[O:10])[N:5]=[C:4]([C:11]([F:14])([F:13])[F:12])[CH:3]=1, predict the reactants needed to synthesize it. The reactants are: [CH3:1][C:2]1[N:6]([CH2:7][C:8]([OH:10])=O)[N:5]=[C:4]([C:11]([F:14])([F:13])[F:12])[CH:3]=1.C(N(CC)CC)C.[N+:22]([C:25]1[CH:26]=[C:27]([N:31]2[CH2:36][CH2:35][NH:34][CH2:33][CH2:32]2)[CH:28]=[CH:29][CH:30]=1)([O-:24])=[O:23]. (6) Given the product [C:1]1([C@@H:7]([NH:9][C:10]2[N:15]=[C:14]([N:16]3[C:20]4[CH:21]=[CH:22][C:23]([NH:25][CH2:26][C:27]5[CH:28]=[N:29][CH:30]=[CH:31][CH:32]=5)=[CH:24][C:19]=4[N:18]=[CH:17]3)[CH:13]=[N:12][CH:11]=2)[CH3:8])[CH:2]=[CH:3][CH:4]=[CH:5][CH:6]=1, predict the reactants needed to synthesize it. The reactants are: [C:1]1([C@@H:7]([NH:9][C:10]2[N:15]=[C:14]([N:16]3[C:20]4[CH:21]=[CH:22][C:23]([NH:25][C:26](=O)[C:27]5[CH:32]=[CH:31][CH:30]=[N:29][CH:28]=5)=[CH:24][C:19]=4[N:18]=[CH:17]3)[CH:13]=[N:12][CH:11]=2)[CH3:8])[CH:6]=[CH:5][CH:4]=[CH:3][CH:2]=1.[H-].[H-].[H-].[H-].[Li+].[Al+3].